From a dataset of Catalyst prediction with 721,799 reactions and 888 catalyst types from USPTO. Predict which catalyst facilitates the given reaction. (1) Reactant: [CH3:1][O:2][C:3](=[O:17])[C:4]1[CH:9]=[CH:8][C:7]([N+:10]([O-:12])=[O:11])=[C:6]([OH:13])[C:5]=1[CH2:14][CH:15]=C.[O:18]=[O+][O-].CSC. Product: [CH3:1][O:2][C:3]([C:4]1[CH:9]=[CH:8][C:7]([N+:10]([O-:12])=[O:11])=[C:6]2[O:13][CH:15]([OH:18])[CH2:14][C:5]=12)=[O:17]. The catalyst class is: 98. (2) Reactant: C[O:2][C:3](=O)[CH2:4][CH2:5][S:6]([C:9]1[CH:10]=[N:11][CH:12]=[C:13]([CH:15]([NH:19][C:20]([C:22]2[CH:23]=[N:24][N:25]([C:28]3[CH:33]=[CH:32][C:31]([Cl:34])=[CH:30][CH:29]=3)[C:26]=2[CH3:27])=[O:21])[CH2:16][CH2:17][CH3:18])[CH:14]=1)(=[O:8])=[O:7].[BH4-].[Li+]. Product: [OH:2][CH2:3][CH2:4][CH2:5][S:6]([C:9]1[CH:14]=[C:13]([CH:15]([NH:19][C:20]([C:22]2[CH:23]=[N:24][N:25]([C:28]3[CH:29]=[CH:30][C:31]([Cl:34])=[CH:32][CH:33]=3)[C:26]=2[CH3:27])=[O:21])[CH2:16][CH2:17][CH3:18])[CH:12]=[N:11][CH:10]=1)(=[O:8])=[O:7]. The catalyst class is: 1. (3) Reactant: [CH2:1]([C:4]1([C:17]([O:19][CH3:20])=[O:18])[CH2:9][CH2:8][CH:7]([C:10]2[CH:15]=[CH:14][C:13]([Cl:16])=[CH:12][CH:11]=2)[CH2:6][CH2:5]1)[CH:2]=C.[O:21]=[O+][O-].O=O.CSC. Product: [Cl:16][C:13]1[CH:14]=[CH:15][C:10]([CH:7]2[CH2:8][CH2:9][C:4]([CH2:1][CH:2]=[O:21])([C:17]([O:19][CH3:20])=[O:18])[CH2:5][CH2:6]2)=[CH:11][CH:12]=1. The catalyst class is: 2. (4) Reactant: [F:1][C:2]1[CH:21]=[C:20]([OH:22])[CH:19]=[CH:18][C:3]=1[O:4][CH:5]1[CH2:10][CH2:9][N:8]([C:11]([O:13][C:14]([CH3:17])([CH3:16])[CH3:15])=[O:12])[CH2:7][CH2:6]1.[H-].[Na+].Br[CH2:26][CH2:27][F:28].O. Product: [F:1][C:2]1[CH:21]=[C:20]([O:22][CH2:26][CH2:27][F:28])[CH:19]=[CH:18][C:3]=1[O:4][CH:5]1[CH2:10][CH2:9][N:8]([C:11]([O:13][C:14]([CH3:17])([CH3:16])[CH3:15])=[O:12])[CH2:7][CH2:6]1. The catalyst class is: 3. (5) Reactant: Br[C:2]1[N:6]2[CH:7]=[C:8]([C:11]3[CH:12]=[C:13]([NH:19][S:20]([C:23]4[CH:28]=[CH:27][C:26]([F:29])=[CH:25][C:24]=4[F:30])(=[O:22])=[O:21])[C:14]([O:17][CH3:18])=[N:15][CH:16]=3)[CH:9]=[CH:10][C:5]2=[N:4][N:3]=1.C(N(CC)CC)C.[CH2:38]([OH:41])[C:39]#[CH:40]. Product: [F:30][C:24]1[CH:25]=[C:26]([F:29])[CH:27]=[CH:28][C:23]=1[S:20]([NH:19][C:13]1[C:14]([O:17][CH3:18])=[N:15][CH:16]=[C:11]([C:8]2[CH:9]=[CH:10][C:5]3[N:6]([C:2]([C:40]#[C:39][CH2:38][OH:41])=[N:3][N:4]=3)[CH:7]=2)[CH:12]=1)(=[O:21])=[O:22]. The catalyst class is: 538. (6) Reactant: [F:1][C:2]1[CH:7]=[CH:6][C:5]([C:8](=[O:15])[CH2:9][C:10]([O:12][CH2:13][CH3:14])=[O:11])=[CH:4][CH:3]=1.[Br:16][C:17]1[CH:22]=[CH:21][C:20](O)=[CH:19][CH:18]=1.C(OOC(C)(C)C)(C)(C)C. Product: [Br:16][C:17]1[CH:18]=[CH:19][C:20]2[O:15][C:8]([C:5]3[CH:4]=[CH:3][C:2]([F:1])=[CH:7][CH:6]=3)=[C:9]([C:10]([O:12][CH2:13][CH3:14])=[O:11])[C:21]=2[CH:22]=1. The catalyst class is: 26. (7) Reactant: [CH2:1]([N:4]1[CH:8]=[CH:7][CH:6]=[C:5]1[C:9]([OH:11])=O)[CH:2]=[CH2:3].[CH2:12]([C:14]1[CH:15]=[C:16]([CH:18]=[CH:19][CH:20]=1)[NH2:17])[CH3:13].C1N(P(Cl)(N2C(=O)OCC2)=O)C(=O)OC1.C(N(CC)CC)C.S([O-])(O)(=O)=O.[K+]. Product: [CH2:1]([N:4]1[CH:8]=[CH:7][CH:6]=[C:5]1[C:9]([NH:17][C:16]1[CH:18]=[CH:19][CH:20]=[C:14]([CH2:12][CH3:13])[CH:15]=1)=[O:11])[CH:2]=[CH2:3]. The catalyst class is: 4.